This data is from Peptide-MHC class I binding affinity with 185,985 pairs from IEDB/IMGT. The task is: Regression. Given a peptide amino acid sequence and an MHC pseudo amino acid sequence, predict their binding affinity value. This is MHC class I binding data. (1) The peptide sequence is STLPETTVVRR. The MHC is HLA-A02:02 with pseudo-sequence HLA-A02:02. The binding affinity (normalized) is 0.149. (2) The peptide sequence is MPSLTLACL. The MHC is HLA-B07:02 with pseudo-sequence HLA-B07:02. The binding affinity (normalized) is 0.585. (3) The peptide sequence is LLRDNRAAL. The MHC is HLA-B18:01 with pseudo-sequence HLA-B18:01. The binding affinity (normalized) is 0.0847. (4) The peptide sequence is KTTIKFHPW. The MHC is HLA-B07:02 with pseudo-sequence HLA-B07:02. The binding affinity (normalized) is 0.0847. (5) The peptide sequence is KAAVDLSHFL. The MHC is HLA-B40:02 with pseudo-sequence HLA-B40:02. The binding affinity (normalized) is 0.0455. (6) The peptide sequence is NELTLIDFYL. The MHC is HLA-B44:02 with pseudo-sequence HLA-B44:02. The binding affinity (normalized) is 0.532.